This data is from Full USPTO retrosynthesis dataset with 1.9M reactions from patents (1976-2016). The task is: Predict the reactants needed to synthesize the given product. (1) Given the product [C:12]([O:16][C:17](=[O:27])[N:18]([CH:20]1[CH2:25][CH2:24][CH2:23][CH:22]([O:26][C:2]2[CH:7]=[C:6]([F:8])[CH:5]=[CH:4][C:3]=2[N+:9]([O-:11])=[O:10])[CH2:21]1)[CH3:19])([CH3:15])([CH3:13])[CH3:14], predict the reactants needed to synthesize it. The reactants are: F[C:2]1[CH:7]=[C:6]([F:8])[CH:5]=[CH:4][C:3]=1[N+:9]([O-:11])=[O:10].[C:12]([O:16][C:17](=[O:27])[N:18]([CH:20]1[CH2:25][CH2:24][CH2:23][CH:22]([OH:26])[CH2:21]1)[CH3:19])([CH3:15])([CH3:14])[CH3:13]. (2) Given the product [F:1][C:2]1[CH:3]=[CH:4][C:5]2[N:9]=[C:8]([CH2:10][NH:11][C:12]3[N:20]=[CH:19][N:18]=[C:17]4[C:13]=3[N:14]=[CH:15][NH:16]4)[N:7]([C:27]3[CH:32]=[CH:31][CH:30]=[CH:29][CH:28]=3)[C:6]=2[CH:33]=1, predict the reactants needed to synthesize it. The reactants are: [F:1][C:2]1[CH:3]=[CH:4][C:5]2[N:9]=[C:8]([CH2:10][NH:11][C:12]3[N:20]=[CH:19][N:18]=[C:17]4[C:13]=3[N:14]=[CH:15][N:16]4C3CCCCO3)[N:7]([C:27]3[CH:32]=[CH:31][CH:30]=[CH:29][CH:28]=3)[C:6]=2[CH:33]=1.Cl.